Task: Predict the reactants needed to synthesize the given product.. Dataset: Full USPTO retrosynthesis dataset with 1.9M reactions from patents (1976-2016) (1) Given the product [CH3:20][O:21][C:22]1[CH:23]=[C:24]([CH:27]=[CH:28][CH:29]=1)[CH2:25][NH:26][CH2:18][CH:16]([OH:17])[CH:8]([NH:7][C:6](=[O:19])[O:5][C:1]([CH3:4])([CH3:3])[CH3:2])[CH2:9][C:10]1[CH:15]=[CH:14][CH:13]=[CH:12][CH:11]=1, predict the reactants needed to synthesize it. The reactants are: [C:1]([O:5][C:6](=[O:19])[NH:7][CH:8]([CH:16]1[CH2:18][O:17]1)[CH2:9][C:10]1[CH:15]=[CH:14][CH:13]=[CH:12][CH:11]=1)([CH3:4])([CH3:3])[CH3:2].[CH3:20][O:21][C:22]1[CH:23]=[C:24]([CH:27]=[CH:28][CH:29]=1)[CH2:25][NH2:26]. (2) Given the product [Cl:12][CH2:13][C:14]([C:3]1[CH:4]=[C:5]2[C:9](=[CH:10][C:2]=1[Cl:1])[NH:8][C:7](=[O:11])[CH2:6]2)=[O:15], predict the reactants needed to synthesize it. The reactants are: [Cl:1][C:2]1[CH:10]=[C:9]2[C:5]([CH2:6][C:7](=[O:11])[NH:8]2)=[CH:4][CH:3]=1.[Cl:12][CH2:13][C:14](Cl)=[O:15].[Cl-].[Al+3].[Cl-].[Cl-]. (3) Given the product [F:1][C:2]1[CH:3]=[CH:4][C:5]([CH2:8][O:9][C:10]2[CH:15]=[CH:14][N:13]([C:16]3[N:21]=[C:20]4[N:22]([CH3:36])[C:23]5[CH2:28][CH2:27][NH:26][CH2:25][C:24]=5[C:19]4=[CH:18][CH:17]=3)[C:12](=[O:37])[CH:11]=2)=[N:6][CH:7]=1, predict the reactants needed to synthesize it. The reactants are: [F:1][C:2]1[CH:3]=[CH:4][C:5]([CH2:8][O:9][C:10]2[CH:15]=[CH:14][N:13]([C:16]3[N:21]=[C:20]4[N:22]([CH3:36])[C:23]5[CH2:28][CH2:27][N:26](C(OC(C)(C)C)=O)[CH2:25][C:24]=5[C:19]4=[CH:18][CH:17]=3)[C:12](=[O:37])[CH:11]=2)=[N:6][CH:7]=1.Cl.